This data is from Forward reaction prediction with 1.9M reactions from USPTO patents (1976-2016). The task is: Predict the product of the given reaction. Given the reactants [CH3:1][O:2][C:3]1[C:4]([NH2:18])=[CH:5][C:6]2[CH2:12][CH2:11][N:10]([CH2:13][CH2:14][O:15][CH3:16])[CH2:9][CH2:8][C:7]=2[CH:17]=1.[Cl:19][C:20]1[CH:21]=[CH:22][C:23]([NH:32][C:33]2[C:38]([Cl:39])=[CH:37][N:36]=[C:35](Cl)[N:34]=2)=[C:24]([S:26]([N:29]([CH3:31])[CH3:30])(=[O:28])=[O:27])[CH:25]=1, predict the reaction product. The product is: [Cl:19][C:20]1[CH:21]=[CH:22][C:23]([NH:32][C:33]2[C:38]([Cl:39])=[CH:37][N:36]=[C:35]([NH:18][C:4]3[C:3]([O:2][CH3:1])=[CH:17][C:7]4[CH2:8][CH2:9][N:10]([CH2:13][CH2:14][O:15][CH3:16])[CH2:11][CH2:12][C:6]=4[CH:5]=3)[N:34]=2)=[C:24]([S:26]([N:29]([CH3:31])[CH3:30])(=[O:27])=[O:28])[CH:25]=1.